Dataset: Full USPTO retrosynthesis dataset with 1.9M reactions from patents (1976-2016). Task: Predict the reactants needed to synthesize the given product. (1) Given the product [CH2:1]([O:3][C:4]1[CH:5]=[C:6]2[C:11](=[C:12]3[CH2:16][C:15]([CH3:18])([CH3:17])[O:14][C:13]=13)[C:10]([C:19]1[CH:27]=[CH:26][C:22]([C:23]#[N:25])=[C:21]([NH:28][CH2:29][C:30]3[CH:35]=[CH:34][CH:33]=[CH:32][CH:31]=3)[CH:20]=1)=[N:9][C:8]([CH3:36])([CH3:37])[CH2:7]2)[CH3:2], predict the reactants needed to synthesize it. The reactants are: [CH2:1]([O:3][C:4]1[CH:5]=[C:6]2[C:11](=[C:12]3[CH2:16][C:15]([CH3:18])([CH3:17])[O:14][C:13]=13)[C:10]([C:19]1[CH:27]=[CH:26][C:22]([C:23]([NH2:25])=O)=[C:21]([NH:28][CH2:29][C:30]3[CH:35]=[CH:34][CH:33]=[CH:32][CH:31]=3)[CH:20]=1)=[N:9][C:8]([CH3:37])([CH3:36])[CH2:7]2)[CH3:2].P(Cl)(Cl)(Cl)=O.C(=O)([O-])O.[Na+]. (2) Given the product [O:1]=[C:2]1[CH2:26][CH2:25][C@@:24]2([CH3:27])[CH:4]([CH2:5][C@@H:6]([O:30][C:46](=[O:49])[C:45]3[CH:44]=[CH:4][CH:3]=[CH:2][CH:26]=3)[C@@H:7]3[C@@H:23]2[CH2:22][C@H:21]([O:28][C:31](=[O:38])[C:32]2[CH:37]=[CH:36][CH:35]=[CH:34][CH:33]=2)[C@@:20]2([CH3:29])[C@H:8]3[CH2:9][CH2:10][C@@H:11]2[C@H:12]([CH3:19])[CH2:13][CH2:14][C:15]([O:17][CH3:18])=[O:16])[CH2:3]1, predict the reactants needed to synthesize it. The reactants are: [O:1]=[C:2]1[CH2:26][CH2:25][C@@:24]2([CH3:27])[CH:4]([CH2:5][C@@H:6]([OH:30])[C@@H:7]3[C@@H:23]2[CH2:22][C@H:21]([OH:28])[C@@:20]2([CH3:29])[C@H:8]3[CH2:9][CH2:10][C@@H:11]2[C@H:12]([CH3:19])[CH2:13][CH2:14][C:15]([O:17][CH3:18])=[O:16])[CH2:3]1.[C:31](Cl)(=[O:38])[C:32]1[CH:37]=[CH:36][CH:35]=[CH:34][CH:33]=1.C(O[CH2:44][CH3:45])(=O)C.[C:46]([O-:49])(O)=O.[Na+]. (3) Given the product [S:2]1[C:6]2[CH:7]=[CH:8][CH:9]=[CH:10][C:5]=2[CH:4]=[C:3]1[C@@H:11]([C:13]1[CH:18]=[CH:17][CH:16]=[CH:15][C:14]=1[Cl:19])[NH:12][S:40]([C:38]1[CH:37]=[CH:36][C:35]2[O:29][CH2:30][CH2:31][CH2:32][O:33][C:34]=2[CH:39]=1)(=[O:41])=[O:42], predict the reactants needed to synthesize it. The reactants are: Cl.[S:2]1[C:6]2[CH:7]=[CH:8][CH:9]=[CH:10][C:5]=2[CH:4]=[C:3]1[C@@H:11]([C:13]1[CH:18]=[CH:17][CH:16]=[CH:15][C:14]=1[Cl:19])[NH2:12].C(N(C(C)C)C(C)C)C.[O:29]1[C:35]2[CH:36]=[CH:37][C:38]([S:40](Cl)(=[O:42])=[O:41])=[CH:39][C:34]=2[O:33][CH2:32][CH2:31][CH2:30]1.